From a dataset of Peptide-MHC class I binding affinity with 185,985 pairs from IEDB/IMGT. Regression. Given a peptide amino acid sequence and an MHC pseudo amino acid sequence, predict their binding affinity value. This is MHC class I binding data. The peptide sequence is ESLLHQASW. The MHC is HLA-A24:03 with pseudo-sequence HLA-A24:03. The binding affinity (normalized) is 0.0847.